Dataset: NCI-60 drug combinations with 297,098 pairs across 59 cell lines. Task: Regression. Given two drug SMILES strings and cell line genomic features, predict the synergy score measuring deviation from expected non-interaction effect. Synergy scores: CSS=48.2, Synergy_ZIP=-8.66, Synergy_Bliss=-11.0, Synergy_Loewe=-4.77, Synergy_HSA=-2.65. Drug 2: CC1C(C(CC(O1)OC2CC(CC3=C2C(=C4C(=C3O)C(=O)C5=C(C4=O)C(=CC=C5)OC)O)(C(=O)CO)O)N)O.Cl. Drug 1: CN(CCCl)CCCl.Cl. Cell line: CCRF-CEM.